Dataset: Reaction yield outcomes from USPTO patents with 853,638 reactions. Task: Predict the reaction yield, written as a fraction of the theoretical maximum amount of product (1.0 means a 100% yield; for example, 0.34 means a 34% yield). The reactants are [OH:1][C:2]1[C:9]([CH3:10])=[C:8]([CH3:11])[CH:7]=[C:6]([CH3:12])[C:3]=1[CH:4]=O. The catalyst is CO.[C].[Pd]. The product is [CH3:4][C:3]1[C:6]([CH3:12])=[CH:7][C:8]([CH3:11])=[C:9]([CH3:10])[C:2]=1[OH:1]. The yield is 0.120.